Dataset: NCI-60 drug combinations with 297,098 pairs across 59 cell lines. Task: Regression. Given two drug SMILES strings and cell line genomic features, predict the synergy score measuring deviation from expected non-interaction effect. (1) Drug 1: C1CCN(CC1)CCOC2=CC=C(C=C2)C(=O)C3=C(SC4=C3C=CC(=C4)O)C5=CC=C(C=C5)O. Drug 2: CC1CCCC2(C(O2)CC(NC(=O)CC(C(C(=O)C(C1O)C)(C)C)O)C(=CC3=CSC(=N3)C)C)C. Cell line: HS 578T. Synergy scores: CSS=9.64, Synergy_ZIP=7.44, Synergy_Bliss=11.8, Synergy_Loewe=-6.39, Synergy_HSA=3.44. (2) Drug 1: CCC1=CC2CC(C3=C(CN(C2)C1)C4=CC=CC=C4N3)(C5=C(C=C6C(=C5)C78CCN9C7C(C=CC9)(C(C(C8N6C)(C(=O)OC)O)OC(=O)C)CC)OC)C(=O)OC.C(C(C(=O)O)O)(C(=O)O)O. Drug 2: C1=CC(=CC=C1CC(C(=O)O)N)N(CCCl)CCCl.Cl. Cell line: A498. Synergy scores: CSS=21.0, Synergy_ZIP=-5.23, Synergy_Bliss=3.62, Synergy_Loewe=-7.21, Synergy_HSA=1.76. (3) Drug 2: CCC(=C(C1=CC=CC=C1)C2=CC=C(C=C2)OCCN(C)C)C3=CC=CC=C3.C(C(=O)O)C(CC(=O)O)(C(=O)O)O. Cell line: HCC-2998. Drug 1: CC1OCC2C(O1)C(C(C(O2)OC3C4COC(=O)C4C(C5=CC6=C(C=C35)OCO6)C7=CC(=C(C(=C7)OC)O)OC)O)O. Synergy scores: CSS=17.3, Synergy_ZIP=-5.63, Synergy_Bliss=2.92, Synergy_Loewe=-5.12, Synergy_HSA=1.32.